Dataset: Merck oncology drug combination screen with 23,052 pairs across 39 cell lines. Task: Regression. Given two drug SMILES strings and cell line genomic features, predict the synergy score measuring deviation from expected non-interaction effect. (1) Drug 1: O=S1(=O)NC2(CN1CC(F)(F)F)C1CCC2Cc2cc(C=CCN3CCC(C(F)(F)F)CC3)ccc2C1. Drug 2: NC(=O)c1cccc2cn(-c3ccc(C4CCCNC4)cc3)nc12. Cell line: NCIH520. Synergy scores: synergy=5.78. (2) Drug 1: NC(=O)c1cccc2cn(-c3ccc(C4CCCNC4)cc3)nc12. Drug 2: NC1(c2ccc(-c3nc4ccn5c(=O)[nH]nc5c4cc3-c3ccccc3)cc2)CCC1. Cell line: A2058. Synergy scores: synergy=49.6. (3) Drug 1: CCC1=CC2CN(C1)Cc1c([nH]c3ccccc13)C(C(=O)OC)(c1cc3c(cc1OC)N(C)C1C(O)(C(=O)OC)C(OC(C)=O)C4(CC)C=CCN5CCC31C54)C2. Drug 2: CCc1cnn2c(NCc3ccc[n+]([O-])c3)cc(N3CCCCC3CCO)nc12. Cell line: RPMI7951. Synergy scores: synergy=-4.57. (4) Drug 1: Cn1c(=O)n(-c2ccc(C(C)(C)C#N)cc2)c2c3cc(-c4cnc5ccccc5c4)ccc3ncc21. Drug 2: CCc1c2c(nc3ccc(O)cc13)-c1cc3c(c(=O)n1C2)COC(=O)C3(O)CC. Cell line: DLD1. Synergy scores: synergy=23.7.